From a dataset of Experimentally validated miRNA-target interactions with 360,000+ pairs, plus equal number of negative samples. Binary Classification. Given a miRNA mature sequence and a target amino acid sequence, predict their likelihood of interaction. (1) The miRNA is hsa-miR-1270 with sequence CUGGAGAUAUGGAAGAGCUGUGU. The protein sequence of the target gene is MAKGRVAERSQLGAHHTTPVGDGAAGTRGLAAPGSRDHQKEKSWVEAGSARMSLLILVSIFLSAAFVMFLVYKNFPQLSEEERVNMKVPRDMDDAKALGKVLSKYKDTFYVQVLVAYFATYIFLQTFAIPGSIFLSILSGFLYPFPLALFLVCLCSGLGASFCYMLSYLVGRPVVYKYLTEKAVKWSQQVERHREHLINYIIFLRITPFLPNWFINITSPVINVPLKVFFIGTFLGVAPPSFVAIKAGTTLYQLTTAGEAVSWNSIFILMILAVLSILPAIFQKKLKQKFE. Result: 1 (interaction). (2) The miRNA is mmu-miR-690 with sequence AAAGGCUAGGCUCACAACCAAA. The protein sequence of the target gene is MGPRLSVWLLLLFAALLLHEERSRAAAKGDCGGSGCGKCDCHGVKGQKGERGLPGLQGVIGFPGMQGPEGPHGPPGQKGDAGEPGLPGTKGTRGPPGAAGYPGNPGLPGIPGQDGPPGPPGIPGCNGTKGERGPLGPPGLPGFSGNPGPPGLPGMKGDPGEILGHVPGTLLKGERGFPGIPGMPGSPGLPGLQGPVGPPGFTGPPGPPGPPGPPGEKGQMGSSFQGPKGDKGEQGVSGPPGVPGQAQVKEKGDFAPTGEKGQKGEPGFPGVPGYGEKGEPGKQGPRGKPGKDGEKGERGS.... Result: 0 (no interaction). (3) The miRNA is hsa-miR-5572 with sequence GUUGGGGUGCAGGGGUCUGCU. The protein sequence of the target gene is MSNYSVSLVGPAPWGFRLQGGKDFNMPLTISSLKDGGKAAQANVRIGDVVLSIDGINAQGMTHLEAQNKIKGCTGSLNMTLQRASAAPKPEPVPVQKGEPKEVVKPVPITSPAVSKVTSTNNMAYNKAPRPFGSVSSPKVTSIPSPSSAFTPAHATTSSHASPSPVAAVTPPLFAASGLHANANLSADQSPSALSAGKTAVNVPRQPTVTSVCSETSQELAEGQRRGSQGDSKQQNGPPRKHIVERYTEFYHVPTHSDASKKRLIEDTEDWRPRTGTTQSRSFRILAQITGTEHLKESEA.... Result: 1 (interaction). (4) The miRNA is hsa-miR-522-3p with sequence AAAAUGGUUCCCUUUAGAGUGU. The protein sequence of the target gene is MLLFAHLLQLLVSATVPTQSSPHSLRYFTTAVSRPGLGEPRFIIVGYVDDTQFVRFDSDAENPRMEPRARWIEQEGPEYWERETWKARDMGRNFRVNLRTLLGYYNQSNDESHTLQWMYGCDVGPDGRLLRGYCQEAYDGQDYISLNEDLRSWTANDIASQISKHKSEAVDEAHQQRAYLQGPCVEWLHRYLRLGNETLQRSDPPKAHVTHHPRSEDEVTLRCWALGFYPADITLTWQLNGEELTQDMELVETRPAGDGTFQKWAAVVVPLGKEQYYTCHVYHEGLPEPLTLRWEPPPST.... Result: 0 (no interaction). (5) The miRNA is hsa-miR-1537-5p with sequence AGCUGUAAUUAGUCAGUUUUCU. The protein sequence of the target gene is MDDPDCDSTWEEDEEDAEDAEDEDCEDGEAAGARDADAGDEDEESEEPRAARPSSFQSRMTGSRNWRATRDMCRYRHNYPDLVERDCNGDTPNLSFYRNEIRFLPNGCFIEDILQNWTDNYDLLEDNHSYIQWLFPLREPGVNWHAKPLTLREVEVFKSSQEIQERLVRAYELMLGFYGIRLEDRGTGTVGRAQNYQKRFQNLNWRSHNNLRITRILKSLGELGLEHFQAPLVRFFLEETLVRRELPGVRQSALDYFMFAVRCRHQRRQLVHFAWEHFRPRCKFVWGPQDKLRRFKPSSL.... Result: 0 (no interaction). (6) The miRNA is hsa-miR-17-5p with sequence CAAAGUGCUUACAGUGCAGGUAG. The protein sequence of the target gene is MFSSVAHLARANPFNTPHLQLVHDGLGDLRSSSPGPTGQPRRPRNLAAAAVEEQYSCDYGSGRFFILCGLGGIISCGTTHTALVPLDLVKCRMQVDPQKYKGIFNGFSVTLKEDGVRGLAKGWAPTFLGYSMQGLCKFGFYEVFKVLYSNMLGEENTYLWRTSLYLAASASAEFFADIALAPMEAAKVRIQTQPGYANTLRDAAPKMYKEEGLKAFYKGVAPLWMRQIPYTMMKFACFERTVEALYKFVVPKPRSECSKPEQLVVTFVAGYIAGVFCAIVSHPADSVVSVLNKEKGSSAS.... Result: 1 (interaction).